This data is from NCI-60 drug combinations with 297,098 pairs across 59 cell lines. The task is: Regression. Given two drug SMILES strings and cell line genomic features, predict the synergy score measuring deviation from expected non-interaction effect. (1) Drug 1: C(CC(=O)O)C(=O)CN.Cl. Drug 2: C(CCl)NC(=O)N(CCCl)N=O. Cell line: NCI-H522. Synergy scores: CSS=13.4, Synergy_ZIP=-3.04, Synergy_Bliss=0.741, Synergy_Loewe=-1.30, Synergy_HSA=-0.132. (2) Drug 1: CCC1(C2=C(COC1=O)C(=O)N3CC4=CC5=C(C=CC(=C5CN(C)C)O)N=C4C3=C2)O.Cl. Drug 2: CC1CCCC2(C(O2)CC(NC(=O)CC(C(C(=O)C(C1O)C)(C)C)O)C(=CC3=CSC(=N3)C)C)C. Cell line: SK-MEL-5. Synergy scores: CSS=61.0, Synergy_ZIP=-2.06, Synergy_Bliss=-3.72, Synergy_Loewe=-0.223, Synergy_HSA=3.17. (3) Drug 1: C1=C(C(=O)NC(=O)N1)N(CCCl)CCCl. Drug 2: CC12CCC3C(C1CCC2OP(=O)(O)O)CCC4=C3C=CC(=C4)OC(=O)N(CCCl)CCCl.[Na+]. Cell line: BT-549. Synergy scores: CSS=5.97, Synergy_ZIP=-11.9, Synergy_Bliss=-11.2, Synergy_Loewe=-17.1, Synergy_HSA=-9.83. (4) Drug 1: CC(C1=C(C=CC(=C1Cl)F)Cl)OC2=C(N=CC(=C2)C3=CN(N=C3)C4CCNCC4)N. Drug 2: CC1=C2C(C(=O)C3(C(CC4C(C3C(C(C2(C)C)(CC1OC(=O)C(C(C5=CC=CC=C5)NC(=O)C6=CC=CC=C6)O)O)OC(=O)C7=CC=CC=C7)(CO4)OC(=O)C)O)C)OC(=O)C. Cell line: SNB-19. Synergy scores: CSS=44.8, Synergy_ZIP=4.19, Synergy_Bliss=5.62, Synergy_Loewe=-19.6, Synergy_HSA=7.00.